From a dataset of NCI-60 drug combinations with 297,098 pairs across 59 cell lines. Regression. Given two drug SMILES strings and cell line genomic features, predict the synergy score measuring deviation from expected non-interaction effect. (1) Drug 1: C1CCC(C1)C(CC#N)N2C=C(C=N2)C3=C4C=CNC4=NC=N3. Drug 2: C1=NC2=C(N=C(N=C2N1C3C(C(C(O3)CO)O)O)F)N. Cell line: SNB-19. Synergy scores: CSS=0.171, Synergy_ZIP=1.06, Synergy_Bliss=-9.68, Synergy_Loewe=-20.8, Synergy_HSA=-12.6. (2) Drug 1: CC1OCC2C(O1)C(C(C(O2)OC3C4COC(=O)C4C(C5=CC6=C(C=C35)OCO6)C7=CC(=C(C(=C7)OC)O)OC)O)O. Drug 2: C(CC(=O)O)C(=O)CN.Cl. Cell line: OVCAR3. Synergy scores: CSS=31.3, Synergy_ZIP=-8.03, Synergy_Bliss=-3.16, Synergy_Loewe=-12.7, Synergy_HSA=-1.30.